Dataset: Forward reaction prediction with 1.9M reactions from USPTO patents (1976-2016). Task: Predict the product of the given reaction. (1) Given the reactants [CH2:1]([C:3]([C:21]1[CH:26]=[CH:25][C:24]([OH:27])=[C:23]([CH3:28])[CH:22]=1)([C:6]1[CH:11]=[CH:10][C:9](/[CH:12]=[CH:13]/[C:14]([CH2:18][CH3:19])([OH:17])[CH2:15][CH3:16])=[C:8]([CH3:20])[CH:7]=1)[CH2:4][CH3:5])[CH3:2].C([O-])([O-])=O.[K+].[K+].[CH3:35][O:36][C:37](=[O:45])[C:38]1[CH:43]=[CH:42][C:41](F)=[CH:40][CH:39]=1.C(OCC)(=O)C, predict the reaction product. The product is: [CH3:35][O:36][C:37](=[O:45])[C:38]1[CH:43]=[CH:42][C:41]([O:27][C:24]2[CH:25]=[CH:26][C:21]([C:3]([CH2:4][CH3:5])([C:6]3[CH:11]=[CH:10][C:9](/[CH:12]=[CH:13]/[C:14]([CH2:15][CH3:16])([OH:17])[CH2:18][CH3:19])=[C:8]([CH3:20])[CH:7]=3)[CH2:1][CH3:2])=[CH:22][C:23]=2[CH3:28])=[CH:40][CH:39]=1. (2) Given the reactants [C:1]([C:5]1[CH:10]=[CH:9][C:8]([C@H:11]2[CH2:16][CH2:15][CH2:14][C@@H:13]([CH:17]=[CH2:18])[N:12]2[C:19](=[O:23])[CH2:20]C=C)=[CH:7][CH:6]=1)([O:3][CH3:4])=[O:2], predict the reaction product. The product is: [C:1]([C:5]1[CH:6]=[CH:7][C:8]([C@H:11]2[CH2:16][CH2:15][CH2:14][C@@H:13]3[N:12]2[C:19](=[O:23])[CH2:20][CH:18]=[CH:17]3)=[CH:9][CH:10]=1)([O:3][CH3:4])=[O:2]. (3) Given the reactants [Cl:1][C:2]1[C:3]([F:34])=[C:4]([NH:8][C:9]2[C:18]3[C:13](=[CH:14][C:15]([O:32][CH3:33])=[C:16]([CH2:19][N:20]([CH3:31])[C:21]4([C:28](O)=[O:29])[CH2:26][CH2:25][N:24]([CH3:27])[CH2:23][CH2:22]4)[CH:17]=3)[N:12]=[CH:11][N:10]=2)[CH:5]=[CH:6][CH:7]=1.F[P-](F)(F)(F)(F)F.[N:42]1(OC(N(C)C)=[N+](C)C)[C:46]2N=CC=CC=2N=N1.C(N(CC)C(C)C)(C)C.Cl.CN, predict the reaction product. The product is: [Cl:1][C:2]1[C:3]([F:34])=[C:4]([NH:8][C:9]2[C:18]3[C:13](=[CH:14][C:15]([O:32][CH3:33])=[C:16]([CH2:19][N:20]([CH3:31])[C:21]4([C:28]([NH:42][CH3:46])=[O:29])[CH2:22][CH2:23][N:24]([CH3:27])[CH2:25][CH2:26]4)[CH:17]=3)[N:12]=[CH:11][N:10]=2)[CH:5]=[CH:6][CH:7]=1. (4) Given the reactants [C:1]1([CH:7]([N:10]2[CH:14]=[C:13](B3OC(C)(C)C(C)(C)O3)[CH:12]=[N:11]2)[CH2:8][CH3:9])[CH:6]=[CH:5][CH:4]=[CH:3][CH:2]=1.[OH-:24].[Na+].OO.O.Cl, predict the reaction product. The product is: [C:1]1([CH:7]([N:10]2[CH:14]=[C:13]([OH:24])[CH:12]=[N:11]2)[CH2:8][CH3:9])[CH:6]=[CH:5][CH:4]=[CH:3][CH:2]=1.[CH2:7]([N:10]1[CH:14]=[C:13]([OH:24])[CH:12]=[N:11]1)[C:1]1[CH:6]=[CH:5][CH:4]=[CH:3][CH:2]=1.